This data is from hERG Central: cardiac toxicity at 1µM, 10µM, and general inhibition. The task is: Predict hERG channel inhibition at various concentrations. (1) The drug is CC(NCc1cccc(OCc2ccccc2)c1)C(O)c1ccccc1.Cl. Results: hERG_inhib (hERG inhibition (general)): blocker. (2) The compound is COc1ccccc1NS(=O)(=O)c1cccc(C(=O)N2CCN(Cc3ccc4c(c3)OCO4)CC2)c1. Results: hERG_inhib (hERG inhibition (general)): blocker. (3) The drug is Cl.OC(COCC1COc2ccccc2O1)CN1CCc2ccccc2C1. Results: hERG_inhib (hERG inhibition (general)): blocker. (4) The molecule is Cc1ccc(CN2CCN(Cc3cccn3-c3ccccn3)CC2CCO)cc1. Results: hERG_inhib (hERG inhibition (general)): blocker. (5) The compound is COc1ccc(NC(=O)CN(C)C(=O)c2ccc(N3CCCC3)c([N+](=O)[O-])c2)cc1. Results: hERG_inhib (hERG inhibition (general)): blocker. (6) The drug is C=CCn1c(CCNC(=O)c2cccs2)nnc1SCC(=O)Nc1cccc(Cl)c1C. Results: hERG_inhib (hERG inhibition (general)): blocker. (7) Results: hERG_inhib (hERG inhibition (general)): blocker. The drug is COc1cc2c(cc1OC)CN(C(=O)c1cc(C3CC3)nn1-c1ccccc1)CC2. (8) The compound is Cc1ccc(NC(=O)CCN2CCc3ccccc3C2)cc1.Cl. Results: hERG_inhib (hERG inhibition (general)): blocker. (9) The molecule is O=C1N(Cc2cccc(Cl)c2)C[C@@H]2C[C@@H](c3cccc4cccnc34)N3CCC[C@@]123. Results: hERG_inhib (hERG inhibition (general)): blocker. (10) The compound is O=C(c1ccco1)N1CCN(C(=O)c2ccccc2OCc2ccc(Cl)cc2)CC1. Results: hERG_inhib (hERG inhibition (general)): blocker.